From a dataset of Full USPTO retrosynthesis dataset with 1.9M reactions from patents (1976-2016). Predict the reactants needed to synthesize the given product. (1) Given the product [Cl:1][C:2]1[C:7]2[CH:8]=[C:9]([CH3:15])[N:10]([C:32]([O:34][C:35]([CH3:36])([CH3:37])[CH3:38])=[O:33])[C:6]=2[CH:5]=[CH:4][N:3]=1, predict the reactants needed to synthesize it. The reactants are: [Cl:1][C:2]1[C:7]2[C:8](SC3C=CC(Cl)=CC=3)=[C:9]([CH3:15])[N:10](CC(O)=O)[C:6]=2[CH:5]=[CH:4][N:3]=1.[C:32](O[C:32]([O:34][C:35]([CH3:38])([CH3:37])[CH3:36])=[O:33])([O:34][C:35]([CH3:38])([CH3:37])[CH3:36])=[O:33]. (2) Given the product [Br:28][CH2:29][C:30]([NH:1][C:2]1[CH:3]=[CH:4][C:5]([CH2:6][CH:7]([P:14](=[O:19])([O:17][CH3:18])[O:15][CH3:16])[P:8](=[O:13])([O:11][CH3:12])[O:9][CH3:10])=[CH:20][CH:21]=1)=[O:31], predict the reactants needed to synthesize it. The reactants are: [NH2:1][C:2]1[CH:21]=[CH:20][C:5]([CH2:6][CH:7]([P:14](=[O:19])([O:17][CH3:18])[O:15][CH3:16])[P:8](=[O:13])([O:11][CH3:12])[O:9][CH3:10])=[CH:4][CH:3]=1.N1C=CC=CC=1.[Br:28][CH2:29][C:30](Br)=[O:31]. (3) Given the product [CH3:26][S:23]([C:20]1[CH:21]=[CH:22][C:17]([O:1][C:2]2[CH:3]=[C:4]([CH2:12][C:13]([OH:15])=[O:14])[CH:5]=[C:6]([C:8]([F:9])([F:10])[F:11])[CH:7]=2)=[C:18]([C:27]([F:28])([F:29])[F:30])[CH:19]=1)(=[O:25])=[O:24], predict the reactants needed to synthesize it. The reactants are: [OH:1][C:2]1[CH:3]=[C:4]([CH2:12][C:13]([OH:15])=[O:14])[CH:5]=[C:6]([C:8]([F:11])([F:10])[F:9])[CH:7]=1.F[C:17]1[CH:22]=[CH:21][C:20]([S:23]([CH3:26])(=[O:25])=[O:24])=[CH:19][C:18]=1[C:27]([F:30])([F:29])[F:28]. (4) Given the product [Cl:18][C:19]1[CH:20]=[C:21]([NH:26][C:27](=[S:28])[NH:1][C:2]2[CH:3]=[C:4]([CH:14]=[CH:15][C:16]=2[F:17])[C:5]([NH:7][C:8]2[CH:13]=[CH:12][CH:11]=[CH:10][CH:9]=2)=[O:6])[CH:22]=[C:23]([Cl:25])[CH:24]=1, predict the reactants needed to synthesize it. The reactants are: [NH2:1][C:2]1[CH:3]=[C:4]([CH:14]=[CH:15][C:16]=1[F:17])[C:5]([NH:7][C:8]1[CH:13]=[CH:12][CH:11]=[CH:10][CH:9]=1)=[O:6].[Cl:18][C:19]1[CH:20]=[C:21]([N:26]=[C:27]=[S:28])[CH:22]=[C:23]([Cl:25])[CH:24]=1. (5) Given the product [Br:1][C:2]1[N:3]=[C:4]2[C:11]([C:12]([OH:24])=[O:13])=[CH:10][N:9]([CH2:14][O:15][CH2:16][CH2:17][Si:18]([CH3:21])([CH3:20])[CH3:19])[C:5]2=[N:6][C:7]=1[Cl:8], predict the reactants needed to synthesize it. The reactants are: [Br:1][C:2]1[N:3]=[C:4]2[C:11]([CH:12]=[O:13])=[CH:10][N:9]([CH2:14][O:15][CH2:16][CH2:17][Si:18]([CH3:21])([CH3:20])[CH3:19])[C:5]2=[N:6][C:7]=1[Cl:8].S(=O)(=O)([OH:24])N.Cl([O-])=O.[Na+].P([O-])(O)(O)=O.[K+]. (6) The reactants are: C(OC([N:8]1[CH2:13][CH2:12][N:11]([C:14]([C:16]2[C:24]3[C:19](=[N:20][CH:21]=[C:22]([O:25][CH3:26])[CH:23]=3)[N:18]([C:27]3[CH:32]=[CH:31][CH:30]=[CH:29][CH:28]=3)[C:17]=2[CH2:33][C:34]2[CH:39]=[CH:38][CH:37]=[C:36]([F:40])[C:35]=2[CH3:41])=[O:15])[CH2:10][CH2:9]1)=O)(C)(C)C.Cl.Cl.Cl.FC1C(C)=C(C=CC=1)CC1N(C2C=CC=CC=2)C2=NC=C(OC)C=C2C=1C(N1CCNCC1)=O. Given the product [F:40][C:36]1[C:35]([CH3:41])=[C:34]([CH:39]=[CH:38][CH:37]=1)[CH2:33][C:17]1[N:18]([C:27]2[CH:28]=[CH:29][CH:30]=[CH:31][CH:32]=2)[C:19]2=[N:20][CH:21]=[C:22]([O:25][CH3:26])[CH:23]=[C:24]2[C:16]=1[C:14]([N:11]1[CH2:10][CH2:9][NH:8][CH2:13][CH2:12]1)=[O:15], predict the reactants needed to synthesize it. (7) Given the product [CH3:4][C:5]1([CH3:13])[CH2:12][NH:16][C:10](=[O:11])[CH2:9][C:7](=[O:8])[CH2:6]1, predict the reactants needed to synthesize it. The reactants are: Cl.NO.[CH3:4][C:5]1([CH3:13])[CH2:12][C:10](=[O:11])[CH2:9][C:7](=[O:8])[CH2:6]1.C([N:16](CC)CC)C.C1(C)C=CC(S(Cl)(=O)=O)=CC=1.C([O-])([O-])=O.[K+].[K+].